Dataset: Catalyst prediction with 721,799 reactions and 888 catalyst types from USPTO. Task: Predict which catalyst facilitates the given reaction. (1) Reactant: [CH3:1][O:2][C:3]1[CH:4]=[C:5]2[C:10](=[CH:11][CH:12]=1)[CH:9]=[C:8]([N:13]([CH:18]1[CH2:23][CH2:22][NH:21][CH2:20][CH2:19]1)[C:14](=[O:17])[CH2:15][CH3:16])[CH:7]=[CH:6]2.C=O.[C:26](O[BH-](OC(=O)C)OC(=O)C)(=O)C.[Na+].C(=O)([O-])O.[Na+].C(O)(=O)/C=C/C(O)=O. Product: [CH3:1][O:2][C:3]1[CH:4]=[C:5]2[C:10](=[CH:11][CH:12]=1)[CH:9]=[C:8]([N:13]([CH:18]1[CH2:23][CH2:22][N:21]([CH3:26])[CH2:20][CH2:19]1)[C:14](=[O:17])[CH2:15][CH3:16])[CH:7]=[CH:6]2. The catalyst class is: 525. (2) Reactant: Cl.[NH2:2][CH:3]1[CH2:8][CH2:7][CH2:6][NH:5][C:4]1=[O:9].C([O-])([O-])=O.[K+].[K+].[CH3:16][C:17]1[CH:18]=[C:19]([CH:23]=[C:24]([CH3:26])[CH:25]=1)[C:20](Cl)=[O:21]. Product: [CH3:16][C:17]1[CH:18]=[C:19]([CH:23]=[C:24]([CH3:26])[CH:25]=1)[C:20]([NH:2][CH:3]1[CH2:8][CH2:7][CH2:6][NH:5][C:4]1=[O:9])=[O:21]. The catalyst class is: 22. (3) Reactant: [Cl:1][C:2]1[N:3]=[CH:4][CH:5]=[C:6]2[C:10]([CH2:11][CH2:12][O:13][C:14]3[CH:19]=[CH:18][C:17]([O:20][C:21]([F:24])([F:23])[F:22])=[CH:16][CH:15]=3)=[CH:9][N:8]([C:25]([O:27][C:28]([CH3:31])([CH3:30])[CH3:29])=[O:26])[C:7]=12.[Li+].CC([N-]C(C)C)C.Cl[C:41]([O:43][CH2:44][CH3:45])=[O:42]. Product: [Cl:1][C:2]1[N:3]=[CH:4][CH:5]=[C:6]2[C:10]([CH2:11][CH2:12][O:13][C:14]3[CH:19]=[CH:18][C:17]([O:20][C:21]([F:22])([F:24])[F:23])=[CH:16][CH:15]=3)=[C:9]([C:41]([O:43][CH2:44][CH3:45])=[O:42])[N:8]([C:25]([O:27][C:28]([CH3:31])([CH3:30])[CH3:29])=[O:26])[C:7]=12. The catalyst class is: 1. (4) Reactant: [Cl:1][C:2]1[C:7]([S:8]([CH3:11])(=[O:10])=[O:9])=[CH:6][C:5]([C:12]2[N:13]([C:33]([N:35]3[CH2:40][CH2:39][N:38]([CH2:41][CH2:42][CH2:43][S:44]([CH3:47])(=[O:46])=[O:45])[CH2:37][CH2:36]3)=[O:34])[C@@:14]([C:26]3[CH:31]=[CH:30][C:29]([Cl:32])=[CH:28][CH:27]=3)([CH3:25])[C@@:15]([C:18]3[CH:23]=[CH:22][C:21]([Cl:24])=[CH:20][CH:19]=3)([CH3:17])[N:16]=2)=[C:4]([OH:48])[CH:3]=1.C(=O)([O-])[O-].[K+].[K+].[CH:55](I)([CH3:57])[CH3:56]. Product: [Cl:1][C:2]1[C:7]([S:8]([CH3:11])(=[O:9])=[O:10])=[CH:6][C:5]([C:12]2[N:13]([C:33]([N:35]3[CH2:40][CH2:39][N:38]([CH2:41][CH2:42][CH2:43][S:44]([CH3:47])(=[O:46])=[O:45])[CH2:37][CH2:36]3)=[O:34])[C@@:14]([C:26]3[CH:31]=[CH:30][C:29]([Cl:32])=[CH:28][CH:27]=3)([CH3:25])[C@@:15]([C:18]3[CH:19]=[CH:20][C:21]([Cl:24])=[CH:22][CH:23]=3)([CH3:17])[N:16]=2)=[C:4]([O:48][CH:55]([CH3:57])[CH3:56])[CH:3]=1. The catalyst class is: 8.